This data is from Forward reaction prediction with 1.9M reactions from USPTO patents (1976-2016). The task is: Predict the product of the given reaction. (1) Given the reactants N[C@@H](C(O)=O)CC1N=CNC=1.[NH:12]1[CH:16]=[CH:15][N:14]=[CH:13]1.Br[C:18]1[CH:23]=[CH:22][C:21]([C:24]2[C:25](=[O:34])[NH:26][C:27]3([CH2:33][CH2:32][CH2:31][CH2:30][CH2:29]3)[N:28]=2)=[CH:20][CH:19]=1.C(=O)([O-])[O-].[K+].[K+].C(=O)(O)[O-].[Na+], predict the reaction product. The product is: [N:12]1([C:18]2[CH:19]=[CH:20][C:21]([C:24]3[C:25](=[O:34])[NH:26][C:27]4([CH2:33][CH2:32][CH2:31][CH2:30][CH2:29]4)[N:28]=3)=[CH:22][CH:23]=2)[CH:16]=[CH:15][N:14]=[CH:13]1. (2) The product is: [Cl:12][C:8]1[N:7]=[C:6]([N:13]2[CH2:18][CH2:17][O:16][CH2:15][CH2:14]2)[C:5]2[C:10](=[CH:11][C:2]([C:23]3[CH:24]=[N:19][CH:20]=[N:21][CH:22]=3)=[CH:3][CH:4]=2)[N:9]=1. Given the reactants Br[C:2]1[CH:11]=[C:10]2[C:5]([C:6]([N:13]3[CH2:18][CH2:17][O:16][CH2:15][CH2:14]3)=[N:7][C:8]([Cl:12])=[N:9]2)=[CH:4][CH:3]=1.[N:19]1[CH:24]=[C:23](B(O)O)[CH:22]=[N:21][CH:20]=1.C(=O)([O-])[O-].[Na+].[Na+].CN(C=O)C, predict the reaction product. (3) The product is: [C:34]([NH:38][CH2:14][C:13]1[CH:16]=[C:17]([C:18]2[N:26]=[C:25]([CH3:27])[N:24]=[C:23]3[C:19]=2[N:20]=[CH:21][NH:22]3)[C:10]([NH:9][C:6]2[CH:7]=[N:8][C:3]([O:2][CH3:1])=[CH:4][CH:5]=2)=[N:11][CH:12]=1)([CH3:37])([CH3:36])[CH3:35]. Given the reactants [CH3:1][O:2][C:3]1[N:8]=[CH:7][C:6]([NH:9][C:10]2[C:17]([C:18]3[N:26]=[C:25]([CH3:27])[N:24]=[C:23]4[C:19]=3[N:20]=[CH:21][N:22]4C3CCCCO3)=[CH:16][C:13]([CH:14]=O)=[CH:12][N:11]=2)=[CH:5][CH:4]=1.[C:34]([NH2:38])([CH3:37])([CH3:36])[CH3:35].[BH4-].[Na+].Cl.C(O)(C(F)(F)F)=O, predict the reaction product.